Dataset: Reaction yield outcomes from USPTO patents with 853,638 reactions. Task: Predict the reaction yield, written as a fraction of the theoretical maximum amount of product (1.0 means a 100% yield; for example, 0.34 means a 34% yield). (1) The reactants are [S:1](=[O:33])(=[O:32])([O:3][CH2:4][C@@H:5]1[C@@H:12]2[C@@H:8]([O:9]C(C)(C)[O:11]2)[C@H:7]([N:15]2[CH:23]=[N:22][C:21]3[C:16]2=[N:17][CH:18]=[N:19][C:20]=3[CH2:24][C:25]2[CH:30]=[CH:29][C:28]([F:31])=[CH:27][CH:26]=2)[O:6]1)[NH2:2].FC(F)(F)C(O)=O.O. No catalyst specified. The product is [S:1](=[O:33])(=[O:32])([O:3][CH2:4][C@@H:5]1[C@@H:12]([OH:11])[C@@H:8]([OH:9])[C@H:7]([N:15]2[CH:23]=[N:22][C:21]3[C:16]2=[N:17][CH:18]=[N:19][C:20]=3[CH2:24][C:25]2[CH:26]=[CH:27][C:28]([F:31])=[CH:29][CH:30]=2)[O:6]1)[NH2:2]. The yield is 0.460. (2) The reactants are [Br:1]Br.C1(P(C2C=CC=CC=2)C2C=CC=CC=2)C=CC=CC=1.N1C=CN=C1.[Cl:27][C:28]1[CH:29]=[C:30]([CH2:37]O)[CH:31]=[C:32](/[CH:34]=[CH:35]/[CH3:36])[CH:33]=1. The catalyst is C(Cl)Cl. The product is [Br:1][CH2:37][C:30]1[CH:31]=[C:32](/[CH:34]=[CH:35]/[CH3:36])[CH:33]=[C:28]([Cl:27])[CH:29]=1. The yield is 0.740. (3) The product is [Cl:1][C:2]1[CH:3]=[CH:4][C:5]([OH:10])=[C:6]([CH:7]=[N:16][C:15]2[CH:17]=[C:18]([C:20]([F:21])([F:22])[F:23])[CH:19]=[C:13]([C:12]([F:11])([F:24])[F:25])[CH:14]=2)[CH:9]=1. No catalyst specified. The yield is 0.766. The reactants are [Cl:1][C:2]1[CH:9]=[C:6]([CH:7]=O)[C:5]([OH:10])=[CH:4][CH:3]=1.[F:11][C:12]([F:25])([F:24])[C:13]1[CH:14]=[C:15]([CH:17]=[C:18]([C:20]([F:23])([F:22])[F:21])[CH:19]=1)[NH2:16]. (4) The reactants are Cl[C:2]1[N:7]=[C:6]([CH2:8][CH2:9][C:10]2[CH:15]=[CH:14][CH:13]=[CH:12][C:11]=2[C:16]2([C:19]([NH2:21])=[O:20])[CH2:18][CH2:17]2)[C:5]([Cl:22])=[CH:4][N:3]=1.[CH3:23][N:24]1[CH:28]=[C:27]([NH2:29])[C:26]([CH3:30])=[N:25]1.O.C1(C)C=CC(S(O)(=O)=O)=CC=1. The catalyst is O1CCOCC1. The product is [Cl:22][C:5]1[C:6]([CH2:8][CH2:9][C:10]2[CH:15]=[CH:14][CH:13]=[CH:12][C:11]=2[C:16]2([C:19]([NH2:21])=[O:20])[CH2:18][CH2:17]2)=[N:7][C:2]([NH:29][C:27]2[C:26]([CH3:30])=[N:25][N:24]([CH3:23])[CH:28]=2)=[N:3][CH:4]=1. The yield is 0.250. (5) The reactants are [N+:1]([C:4]1[CH:17]=[CH:16][C:7]([CH2:8][C:9]2[CH:14]=[CH:13][C:12]([NH2:15])=[CH:11][CH:10]=2)=[CH:6][CH:5]=1)([O-:3])=[O:2].[C:18]([S-:20])#[N:19].[K+].BrBr. The catalyst is C(O)(=O)C. The product is [N+:1]([C:4]1[CH:5]=[CH:6][C:7]([CH2:8][C:9]2[CH:14]=[CH:13][C:12]3[N:15]=[C:18]([NH2:19])[S:20][C:11]=3[CH:10]=2)=[CH:16][CH:17]=1)([O-:3])=[O:2]. The yield is 0.600. (6) The reactants are [C:1]([NH:8][CH:9]([C:11]([OH:13])=O)[CH3:10])([O:3][C:4]([CH3:7])([CH3:6])[CH3:5])=[O:2].F[P-](F)(F)(F)(F)F.C[N+:22](C)=C(N(C)C)ON1C2C=CC=CC=2N=N1.C(N(CC)C(C)C)(C)C.N. The catalyst is CN(C)C=O. The product is [NH2:22][C:11](=[O:13])[CH:9]([NH:8][C:1](=[O:2])[O:3][C:4]([CH3:7])([CH3:6])[CH3:5])[CH3:10]. The yield is 0.580. (7) The reactants are [F:1][C:2]([F:12])([F:11])[C:3]1[CH:4]=[CH:5][C:6]([CH2:9]O)=[N:7][CH:8]=1.C1(P(C2C=CC=CC=2)C2C=CC=CC=2)C=CC=CC=1.C(Br)(Br)(Br)[Br:33]. The catalyst is ClCCl. The product is [Br:33][CH2:9][C:6]1[CH:5]=[CH:4][C:3]([C:2]([F:12])([F:11])[F:1])=[CH:8][N:7]=1. The yield is 0.730. (8) The reactants are [F:1][C:2]1[CH:7]=[CH:6][C:5]([F:8])=[CH:4][C:3]=1[C@H:9]1[CH2:13][CH2:12][CH2:11][N:10]1[C:14]1[CH:19]=[CH:18][N:17]2[N:20]=[CH:21][C:22]([NH2:23])=[C:16]2[N:15]=1.C1N=[CH:27][N:26]([C:29](N2C=NC=C2)=[O:30])[CH:25]=1.CNC. The yield is 0.900. The product is [F:1][C:2]1[CH:7]=[CH:6][C:5]([F:8])=[CH:4][C:3]=1[C@H:9]1[CH2:13][CH2:12][CH2:11][N:10]1[C:14]1[CH:19]=[CH:18][N:17]2[N:20]=[CH:21][C:22]([NH:23][C:29](=[O:30])[N:26]([CH3:27])[CH3:25])=[C:16]2[N:15]=1. The catalyst is C(Cl)Cl. (9) The reactants are [CH2:1]([C:3]([C:28]1[CH:33]=[CH:32][C:31]([OH:34])=[C:30]([CH3:35])[CH:29]=1)([C:6]1[CH:11]=[CH:10][C:9]([C:12]#[C:13][C:14]([O:23][CH2:24][O:25][CH3:26])([C:19]([F:22])([F:21])[F:20])[C:15]([F:18])([F:17])[F:16])=[C:8]([CH3:27])[CH:7]=1)[CH2:4][CH3:5])[CH3:2].[O:36]=[C:37]1[O:41][C@@H:40]([CH2:42]OS(C2C=CC(C)=CC=2)(=O)=O)[CH2:39][CH2:38]1. No catalyst specified. The product is [CH2:1]([C:3]([C:28]1[CH:33]=[CH:32][C:31]([O:34][CH2:42][C@@H:40]2[O:41][C:37](=[O:36])[CH2:38][CH2:39]2)=[C:30]([CH3:35])[CH:29]=1)([C:6]1[CH:11]=[CH:10][C:9]([C:12]#[C:13][C:14]([O:23][CH2:24][O:25][CH3:26])([C:19]([F:20])([F:21])[F:22])[C:15]([F:18])([F:17])[F:16])=[C:8]([CH3:27])[CH:7]=1)[CH2:4][CH3:5])[CH3:2]. The yield is 0.420. (10) The reactants are OC(C=C)C[O:4][C@H:5]1[CH2:10][CH2:9][C@H:8]([N:11]2[C:16](=[O:17])[C:15]([CH2:18][C:19]3[CH:24]=[CH:23][C:22]([C:25]4[C:26]([C:31]#[N:32])=[CH:27][CH:28]=[CH:29][CH:30]=4)=[CH:21][CH:20]=3)=[C:14]([CH2:33][CH2:34][CH3:35])[N:13]3[N:36]=[CH:37][N:38]=[C:12]23)[CH2:7][CH2:6]1.N1C(C)=CC=[CH:43][C:42]=1[CH3:48].FC(F)(F)S([O:54][Si:55]([C:58]([CH3:61])([CH3:60])[CH3:59])([CH3:57])[CH3:56])(=O)=O.Cl.I([O-])(=O)(=O)=[O:66].[Na+]. The catalyst is [Os](=O)(=O)(=O)=O.O.C(#N)C.CC(C)=O.O1CCCC1. The product is [Si:55]([O:54][CH:42]([CH:43]=[O:66])[CH2:48][O:4][C@H:5]1[CH2:6][CH2:7][C@H:8]([N:11]2[C:16](=[O:17])[C:15]([CH2:18][C:19]3[CH:20]=[CH:21][C:22]([C:25]4[C:26]([C:31]#[N:32])=[CH:27][CH:28]=[CH:29][CH:30]=4)=[CH:23][CH:24]=3)=[C:14]([CH2:33][CH2:34][CH3:35])[N:13]3[N:36]=[CH:37][N:38]=[C:12]23)[CH2:9][CH2:10]1)([C:58]([CH3:61])([CH3:60])[CH3:59])([CH3:57])[CH3:56]. The yield is 0.830.